From a dataset of Full USPTO retrosynthesis dataset with 1.9M reactions from patents (1976-2016). Predict the reactants needed to synthesize the given product. (1) Given the product [C:1]([C:5]1[CH:13]=[CH:12][C:8]([C:9]([NH:29][C:28]2[CH:27]=[CH:26][N:25]=[CH:24][C:23]=2[NH:22][C:20](=[O:21])[C:19]2[CH:18]=[CH:17][C:16]([O:15][CH3:14])=[CH:31][CH:30]=2)=[O:10])=[CH:7][CH:6]=1)([CH3:4])([CH3:3])[CH3:2], predict the reactants needed to synthesize it. The reactants are: [C:1]([C:5]1[CH:13]=[CH:12][C:8]([C:9](Cl)=[O:10])=[CH:7][CH:6]=1)([CH3:4])([CH3:3])[CH3:2].[CH3:14][O:15][C:16]1[CH:31]=[CH:30][C:19]([C:20]([NH:22][C:23]2[CH:24]=[N:25][CH:26]=[CH:27][C:28]=2[NH2:29])=[O:21])=[CH:18][CH:17]=1. (2) Given the product [OH:3][CH2:4][CH2:5][CH:6]1[CH2:12][CH:11]2[N:13]([C:14]([O:16][C:17]([CH3:20])([CH3:19])[CH3:18])=[O:15])[CH:8]([CH2:9][CH2:10]2)[CH2:7]1, predict the reactants needed to synthesize it. The reactants are: C([O:3][C:4](=O)[CH2:5][CH:6]1[CH2:12][CH:11]2[N:13]([C:14]([O:16][C:17]([CH3:20])([CH3:19])[CH3:18])=[O:15])[CH:8]([CH2:9][CH2:10]2)[CH2:7]1)C.[H-].C([Al+]CC(C)C)C(C)C.[C@H](O)(C([O-])=O)[C@@H](O)C([O-])=O.[Na+].[K+].CCOC(C)=O. (3) Given the product [Cl:1][C:2]1[CH:3]=[CH:4][C:5]([O:8][C:9]2[CH:10]=[C:11]([CH:15]=[CH:16][CH:17]=2)[C:12]([NH:18][CH:19]2[CH:20]3[CH2:28][CH:24]4[CH2:23][C:22]([OH:29])([CH2:27][CH:26]2[CH2:25]4)[CH2:21]3)=[O:14])=[N:6][CH:7]=1, predict the reactants needed to synthesize it. The reactants are: [Cl:1][C:2]1[CH:3]=[CH:4][C:5]([O:8][C:9]2[CH:10]=[C:11]([CH:15]=[CH:16][CH:17]=2)[C:12]([OH:14])=O)=[N:6][CH:7]=1.[NH2:18][CH:19]1[CH:26]2[CH2:27][C:22]3([OH:29])[CH2:23][CH:24]([CH2:28][CH:20]1[CH2:21]3)[CH2:25]2. (4) Given the product [CH3:1][C:2]1[CH:7]=[CH:6][CH:5]=[C:4]([CH3:8])[C:3]=1[N:9]1[CH2:13][C:12]2([C:17]([OH:19])=[O:18])[CH2:14][CH2:15][CH2:16][CH:11]2[C:10]1=[O:21], predict the reactants needed to synthesize it. The reactants are: [CH3:1][C:2]1[CH:7]=[CH:6][CH:5]=[C:4]([CH3:8])[C:3]=1[N:9]1[CH2:13][C:12]2([C:17]([O:19]C)=[O:18])[CH2:14][CH2:15][CH2:16][CH:11]2[C:10]1=[O:21].Cl.